The task is: Predict the product of the given reaction.. This data is from Forward reaction prediction with 1.9M reactions from USPTO patents (1976-2016). (1) Given the reactants C[C:2]1[CH:7]=[CH:6][C:5]([S:8]([O-:11])(=[O:10])=[O:9])=[CH:4][C:3]=1C.[Na+:13].[C:14]1(=O)NC(=O)C2=CC=CC=C12, predict the reaction product. The product is: [C:4]1([CH3:14])[C:5]([S:8]([O-:11])(=[O:9])=[O:10])=[CH:6][CH:7]=[CH:2][CH:3]=1.[Na+:13]. (2) Given the reactants [C:1]([C:5]1[CH:6]=[C:7]([OH:15])[CH:8]=[C:9]([C:11]([CH3:14])([CH3:13])[CH3:12])[CH:10]=1)([CH3:4])([CH3:3])[CH3:2].C(N(CC)CC)C.[CH2:23]([S:25](Cl)(=[O:27])=[O:26])[CH3:24], predict the reaction product. The product is: [CH2:23]([S:25]([O:15][C:7]1[CH:6]=[C:5]([C:1]([CH3:4])([CH3:3])[CH3:2])[CH:10]=[C:9]([C:11]([CH3:14])([CH3:13])[CH3:12])[CH:8]=1)(=[O:27])=[O:26])[CH3:24].